This data is from Reaction yield outcomes from USPTO patents with 853,638 reactions. The task is: Predict the reaction yield, written as a fraction of the theoretical maximum amount of product (1.0 means a 100% yield; for example, 0.34 means a 34% yield). The reactants are [CH:1]1([C:7]2[C:15]3[C:10](=[CH:11][C:12]([C:16](O)=[O:17])=[CH:13][CH:14]=3)[N:9]([CH2:19][C:20]([N:22]3[CH2:27][CH2:26][N:25]([CH3:28])[CH2:24][CH2:23]3)=[O:21])[C:8]=2[C:29]2[CH:34]=[CH:33][CH:32]=[CH:31][CH:30]=2)[CH2:6][CH2:5][CH2:4][CH2:3][CH2:2]1.CCN(C(C)C)C(C)C.CN(C(ON1N=NC2C=CC=NC1=2)=[N+](C)C)C.F[P-](F)(F)(F)(F)F.[NH2:68][C:69]1([C:74]([NH:76][C:77]2[CH:82]=[CH:81][C:80](/[CH:83]=[CH:84]/[C:85]([O:87]CC)=[O:86])=[CH:79][CH:78]=2)=[O:75])[CH2:73][CH2:72][CH2:71][CH2:70]1.Cl. The catalyst is CN(C=O)C.CCOC(C)=O.C1COCC1.CO.O. The product is [CH:1]1([C:7]2[C:15]3[C:10](=[CH:11][C:12]([C:16]([NH:68][C:69]4([C:74]([NH:76][C:77]5[CH:78]=[CH:79][C:80](/[CH:83]=[CH:84]/[C:85]([OH:87])=[O:86])=[CH:81][CH:82]=5)=[O:75])[CH2:70][CH2:71][CH2:72][CH2:73]4)=[O:17])=[CH:13][CH:14]=3)[N:9]([CH2:19][C:20]([N:22]3[CH2:23][CH2:24][N:25]([CH3:28])[CH2:26][CH2:27]3)=[O:21])[C:8]=2[C:29]2[CH:34]=[CH:33][CH:32]=[CH:31][CH:30]=2)[CH2:6][CH2:5][CH2:4][CH2:3][CH2:2]1. The yield is 0.200.